Predict the product of the given reaction. From a dataset of Forward reaction prediction with 1.9M reactions from USPTO patents (1976-2016). (1) Given the reactants [Cl:1][C:2]1[CH:10]=[CH:9][C:5]([C:6]([OH:8])=O)=[C:4]([NH:11][CH2:12][CH3:13])[N:3]=1.C(N(CC)CC)C.[NH2:21][CH2:22][CH2:23][N:24]1[CH2:29][CH2:28][CH2:27][CH2:26][CH2:25]1.F[P-](F)(F)(F)(F)F.N1(O[P+](N(C)C)(N(C)C)N(C)C)C2C=CC=CC=2N=N1, predict the reaction product. The product is: [Cl:1][C:2]1[CH:10]=[CH:9][C:5]([C:6]([NH:21][CH2:22][CH2:23][N:24]2[CH2:29][CH2:28][CH2:27][CH2:26][CH2:25]2)=[O:8])=[C:4]([NH:11][CH2:12][CH3:13])[N:3]=1. (2) The product is: [C:17]([O:16][C:14]([N:11]1[CH2:12][CH2:13][CH:8]([O:7][C:6]2[CH:21]=[CH:22][C:3]([CH:23]=[CH:24][C:25]([OH:27])=[O:26])=[CH:4][CH:5]=2)[CH2:9][CH2:10]1)=[O:15])([CH3:19])([CH3:18])[CH3:20]. Given the reactants C([C:3]1[CH:22]=[CH:21][C:6]([O:7][CH:8]2[CH2:13][CH2:12][N:11]([C:14]([O:16][C:17]([CH3:20])([CH3:19])[CH3:18])=[O:15])[CH2:10][CH2:9]2)=[CH:5][CH:4]=1)=O.[C:23](O)(=O)[CH2:24][C:25]([OH:27])=[O:26].N1CCCCC1, predict the reaction product.